Dataset: Full USPTO retrosynthesis dataset with 1.9M reactions from patents (1976-2016). Task: Predict the reactants needed to synthesize the given product. The reactants are: [N+:1]([C:4]1[CH:9]=[CH:8][C:7](F)=[CH:6][CH:5]=1)([O-:3])=[O:2].[CH:11]1[C:16]([OH:17])=[CH:15][CH:14]=[C:13]([OH:18])[CH:12]=1.[OH-].[Na+]. Given the product [N+:1]([C:4]1[CH:9]=[CH:8][C:7]([O:17][C:16]2[CH:11]=[CH:12][C:13]([OH:18])=[CH:14][CH:15]=2)=[CH:6][CH:5]=1)([O-:3])=[O:2], predict the reactants needed to synthesize it.